This data is from Forward reaction prediction with 1.9M reactions from USPTO patents (1976-2016). The task is: Predict the product of the given reaction. (1) Given the reactants [CH3:1][O:2][C:3](=[O:13])[CH2:4][C@H:5]([NH2:12])[C:6]1[CH:11]=[CH:10][CH:9]=[CH:8][CH:7]=1.[C:14](O[C:14]([O:16][C:17]([CH3:20])([CH3:19])[CH3:18])=[O:15])([O:16][C:17]([CH3:20])([CH3:19])[CH3:18])=[O:15].[OH-].[Na+], predict the reaction product. The product is: [CH3:1][O:2][C:3](=[O:13])[CH2:4][C@H:5]([NH:12][C:14]([O:16][C:17]([CH3:20])([CH3:19])[CH3:18])=[O:15])[C:6]1[CH:11]=[CH:10][CH:9]=[CH:8][CH:7]=1. (2) Given the reactants [F:1][C:2]([F:38])([F:37])[C:3]1[CH:4]=[C:5]([C@H:13]2[O:17][C:16](=[O:18])[N:15]([CH2:19][C:20]3[CH:25]=[C:24]([O:26][C:27]([F:30])([F:29])[F:28])[CH:23]=[CH:22][C:21]=3[NH:31][CH2:32][CH:33]([CH3:35])[CH3:34])[C@H:14]2[CH3:36])[CH:6]=[C:7]([C:9]([F:12])([F:11])[F:10])[CH:8]=1.[CH3:39][S:40](Cl)(=[O:42])=[O:41], predict the reaction product. The product is: [F:38][C:2]([F:1])([F:37])[C:3]1[CH:4]=[C:5]([C@H:13]2[O:17][C:16](=[O:18])[N:15]([CH2:19][C:20]3[CH:25]=[C:24]([O:26][C:27]([F:28])([F:29])[F:30])[CH:23]=[CH:22][C:21]=3[N:31]([CH2:32][CH:33]([CH3:34])[CH3:35])[S:40]([CH3:39])(=[O:42])=[O:41])[C@H:14]2[CH3:36])[CH:6]=[C:7]([C:9]([F:11])([F:10])[F:12])[CH:8]=1. (3) Given the reactants Br[CH2:2][C:3]1[CH:8]=[CH:7][C:6]([N+:9]([O-:11])=[O:10])=[CH:5][C:4]=1[O:12][CH3:13].[CH3:14][P:15]([O:19]CC)[O:16][CH2:17][CH3:18].Cl, predict the reaction product. The product is: [CH3:13][O:12][C:4]1[CH:5]=[C:6]([N+:9]([O-:11])=[O:10])[CH:7]=[CH:8][C:3]=1[CH2:2][P:15]([CH3:14])(=[O:19])[O:16][CH2:17][CH3:18]. (4) Given the reactants C(OC([N:8]1[C:16]2[C:11](=[CH:12][CH:13]=[CH:14][C:15]=2[CH2:17][S:18][CH3:19])[CH:10]=[CH:9]1)=O)(C)(C)C.C[O-].[Na+], predict the reaction product. The product is: [CH3:19][S:18][CH2:17][C:15]1[CH:14]=[CH:13][CH:12]=[C:11]2[C:16]=1[NH:8][CH:9]=[CH:10]2. (5) Given the reactants [OH:1][NH:2][C:3]([C:5]1[C:6]2[CH:7]=[CH:8][N:9]=[CH:10][C:11]=2[CH:12]=[CH:13][CH:14]=1)=[NH:4].[Cl:15][C:16]1[CH:25]=[C:24]([O:26][CH:27]([CH3:29])[CH3:28])[CH:23]=[CH:22][C:17]=1[C:18](OC)=O.[H-].[Na+], predict the reaction product. The product is: [Cl:15][C:16]1[CH:25]=[C:24]([O:26][CH:27]([CH3:28])[CH3:29])[CH:23]=[CH:22][C:17]=1[C:18]1[O:1][N:2]=[C:3]([C:5]2[CH:14]=[CH:13][CH:12]=[C:11]3[C:6]=2[CH:7]=[CH:8][N:9]=[CH:10]3)[N:4]=1. (6) Given the reactants [C:1]([CH2:3][CH:4]1[C:8]2[C:9]3[N:10]([N:13]=[C:14]([CH2:21][CH3:22])[C:15]=3[C:16]([O:18][CH2:19][CH3:20])=[O:17])[CH:11]=[CH:12][C:7]=2[CH2:6][CH2:5]1)#[N:2], predict the reaction product. The product is: [NH2:2][CH2:1][CH2:3][CH:4]1[C:8]2[C:9]3[N:10]([N:13]=[C:14]([CH2:21][CH3:22])[C:15]=3[C:16]([O:18][CH2:19][CH3:20])=[O:17])[CH:11]=[CH:12][C:7]=2[CH2:6][CH2:5]1. (7) Given the reactants [C:1]1([S:7]([C:10]2[C:18]3[C:13](=[CH:14][CH:15]=[CH:16][C:17]=3[CH2:19][CH2:20][CH2:21]Cl)[NH:12][CH:11]=2)(=[O:9])=[O:8])[CH:6]=[CH:5][CH:4]=[CH:3][CH:2]=1.[CH:23]([NH2:26])([CH3:25])[CH3:24], predict the reaction product. The product is: [CH:23]([NH:26][CH2:21][CH2:20][CH2:19][C:17]1[CH:16]=[CH:15][CH:14]=[C:13]2[C:18]=1[C:10]([S:7]([C:1]1[CH:6]=[CH:5][CH:4]=[CH:3][CH:2]=1)(=[O:9])=[O:8])=[CH:11][NH:12]2)([CH3:25])[CH3:24]. (8) Given the reactants [Cl:1][C:2]1[CH:22]=[C:21]([CH:23]=[CH2:24])[CH:20]=[CH:19][C:3]=1[CH2:4][N:5]1[C:9]2=[N:10][C:11]([C:14]([O:16][CH3:17])=[O:15])=[CH:12][CH:13]=[C:8]2[N:7]=[C:6]1[CH3:18].C(Cl)(Cl)Cl.C(OCC)(=O)C, predict the reaction product. The product is: [Cl:1][C:2]1[CH:22]=[C:21]([CH2:23][CH3:24])[CH:20]=[CH:19][C:3]=1[CH2:4][N:5]1[C:9]2=[N:10][C:11]([C:14]([O:16][CH3:17])=[O:15])=[CH:12][CH:13]=[C:8]2[N:7]=[C:6]1[CH3:18]. (9) Given the reactants [C:1]([C:3]1[CH:11]=[CH:10][C:6]([C:7]([OH:9])=O)=[C:5]([F:12])[CH:4]=1)#[N:2].C(Cl)(=O)C(Cl)=O.Cl.[CH2:20]([O:22][C:23](=[O:27])[CH2:24][CH2:25][NH2:26])[CH3:21].C(N(C(C)C)C(C)C)C, predict the reaction product. The product is: [C:1]([C:3]1[CH:11]=[CH:10][C:6]([C:7]([NH:26][CH2:25][CH2:24][C:23]([O:22][CH2:20][CH3:21])=[O:27])=[O:9])=[C:5]([F:12])[CH:4]=1)#[N:2]. (10) Given the reactants [H-].[Na+].[OH:3]/[N:4]=[C:5](\[C:11]1[CH:16]=[CH:15][C:14]([O:17][C:18]2[CH:23]=[CH:22][CH:21]=[CH:20][CH:19]=2)=[CH:13][CH:12]=1)/[C:6]([O:8]CC)=[O:7].Cl[CH2:25][C:26]1[CH:45]=[CH:44][C:29]([O:30][CH2:31][C:32]2[N:33]=[C:34]([C:38]3[CH:43]=[CH:42][CH:41]=[CH:40][CH:39]=3)[O:35][C:36]=2[CH3:37])=[CH:28][CH:27]=1.Cl.C(=O)(O)[O-].[Na+], predict the reaction product. The product is: [CH3:37][C:36]1[O:35][C:34]([C:38]2[CH:39]=[CH:40][CH:41]=[CH:42][CH:43]=2)=[N:33][C:32]=1[CH2:31][O:30][C:29]1[CH:28]=[CH:27][C:26]([CH2:25][O:3]/[N:4]=[C:5](\[C:11]2[CH:12]=[CH:13][C:14]([O:17][C:18]3[CH:19]=[CH:20][CH:21]=[CH:22][CH:23]=3)=[CH:15][CH:16]=2)/[C:6]([OH:8])=[O:7])=[CH:45][CH:44]=1.